From a dataset of Full USPTO retrosynthesis dataset with 1.9M reactions from patents (1976-2016). Predict the reactants needed to synthesize the given product. (1) The reactants are: [F:1][C:2]1[CH:9]=[CH:8][CH:7]=[CH:6][C:3]=1[CH:4]=O.[CH:10]1([NH2:13])[CH2:12][CH2:11]1. Given the product [CH:10]1([NH:13][CH2:4][C:3]2[CH:6]=[CH:7][CH:8]=[CH:9][C:2]=2[F:1])[CH2:12][CH2:11]1, predict the reactants needed to synthesize it. (2) Given the product [CH:16]1([N:7]2[CH2:8][C:9]([F:15])([F:14])[C:10](=[O:13])[N:11]([CH3:12])[C:5]3[CH:4]=[N:3][C:2]([NH:35][C:36]4[CH:37]=[CH:38][C:39]([C:40]([NH:42][CH:43]5[CH2:48][CH2:47][N:46]([CH2:49][CH3:50])[CH2:45][CH2:44]5)=[O:41])=[CH:51][CH:52]=4)=[N:22][C:6]2=3)[CH2:21][CH2:20][CH2:19][CH2:18][CH2:17]1, predict the reactants needed to synthesize it. The reactants are: Cl[C:2]1[N:3]=[CH:4][C:5]2[N:11]([CH3:12])[C:10](=[O:13])[C:9]([F:15])([F:14])[CH2:8][N:7]([CH:16]3[CH2:21][CH2:20][CH2:19][CH2:18][CH2:17]3)[C:6]=2[N:22]=1.O.C1(C)C(S(O)(=O)=O)=CC=CC=1.[NH2:35][C:36]1[CH:52]=[CH:51][C:39]([C:40]([NH:42][CH:43]2[CH2:48][CH2:47][N:46]([CH2:49][CH3:50])[CH2:45][CH2:44]2)=[O:41])=[CH:38][CH:37]=1.